From a dataset of Peptide-MHC class II binding affinity with 134,281 pairs from IEDB. Regression. Given a peptide amino acid sequence and an MHC pseudo amino acid sequence, predict their binding affinity value. This is MHC class II binding data. (1) The MHC is DRB1_0701 with pseudo-sequence DRB1_0701. The peptide sequence is GCAINFGKRELKCGD. The binding affinity (normalized) is 0.326. (2) The peptide sequence is NFLGPIAVGGLLMML. The MHC is DRB1_1101 with pseudo-sequence DRB1_1101. The binding affinity (normalized) is 0.541. (3) The peptide sequence is TAWDFSSAGGFFTSV. The MHC is DRB5_0101 with pseudo-sequence DRB5_0101. The binding affinity (normalized) is 0.659.